This data is from Full USPTO retrosynthesis dataset with 1.9M reactions from patents (1976-2016). The task is: Predict the reactants needed to synthesize the given product. (1) The reactants are: [NH2:1][C:2]1[CH:7]=[CH:6][CH:5]=[CH:4][C:3]=1[NH:8][C:9]([C:11]1[N:12]=[C:13]([N:16]2[C:24]3[C:19](=[CH:20][CH:21]=[C:22]([C:25]([F:28])([F:27])[F:26])[CH:23]=3)[C:18]([CH2:29][CH:30]([CH3:32])[CH3:31])=[CH:17]2)[S:14][CH:15]=1)=O. Given the product [CH2:29]([C:18]1[C:19]2[C:24](=[CH:23][C:22]([C:25]([F:28])([F:27])[F:26])=[CH:21][CH:20]=2)[N:16]([C:13]2[S:14][CH:15]=[C:11]([C:9]3[NH:8][C:3]4[CH:4]=[CH:5][CH:6]=[CH:7][C:2]=4[N:1]=3)[N:12]=2)[CH:17]=1)[CH:30]([CH3:32])[CH3:31], predict the reactants needed to synthesize it. (2) Given the product [CH2:1]([O:5][C:6]1[C:15]2[C:10](=[CH:11][CH:12]=[C:13]([O:16][CH2:17][CH3:18])[CH:14]=2)[C:9](=[O:19])[N:8]([CH2:20][C:21]([CH3:24])([CH3:23])[CH3:22])[C:7]=1[CH2:25][Cl:29])[CH2:2][CH2:3][CH3:4], predict the reactants needed to synthesize it. The reactants are: [CH2:1]([O:5][C:6]1[C:15]2[C:10](=[CH:11][CH:12]=[C:13]([O:16][CH2:17][CH3:18])[CH:14]=2)[C:9](=[O:19])[N:8]([CH2:20][C:21]([CH3:24])([CH3:23])[CH3:22])[C:7]=1[CH2:25]O)[CH2:2][CH2:3][CH3:4].S(Cl)([Cl:29])=O.C(=O)([O-])O.[Na+]. (3) The reactants are: [F:1][C:2]([F:14])([F:13])[C:3]1[CH:8]=[CH:7][C:6]([NH:9][C:10]([NH2:12])=[S:11])=[CH:5][CH:4]=1.Br[CH2:16][C:17](=O)[C:18]([OH:20])=[O:19]. Given the product [F:14][C:2]([F:1])([F:13])[C:3]1[CH:4]=[CH:5][C:6]([NH:9][C:10]2[S:11][CH:16]=[C:17]([C:18]([OH:20])=[O:19])[N:12]=2)=[CH:7][CH:8]=1, predict the reactants needed to synthesize it. (4) Given the product [F:10][C:4]1[CH:5]=[C:6]([O:8][CH3:9])[CH:7]=[C:2]([F:1])[C:3]=1[C:11]1[S:12][CH:13]=[C:14]([C:16]([OH:18])=[O:17])[N:15]=1, predict the reactants needed to synthesize it. The reactants are: [F:1][C:2]1[CH:7]=[C:6]([O:8][CH3:9])[CH:5]=[C:4]([F:10])[C:3]=1[C:11]1[S:12][CH:13]=[C:14]([C:16]([O:18]C)=[O:17])[N:15]=1.[OH-].[Li+]. (5) Given the product [CH3:1][O:2][CH2:3][O:4][C:5]1[CH:10]=[CH:9][CH:8]=[C:7]([CH2:11][CH2:12][CH3:13])[CH:6]=1, predict the reactants needed to synthesize it. The reactants are: [CH3:1][O:2][CH2:3][O:4][C:5]1[CH:10]=[CH:9][CH:8]=[C:7]([CH:11]=[CH:12][CH3:13])[CH:6]=1.C([O-])(O)=O.[Na+].[H][H]. (6) Given the product [F:32][C:33]([F:44])([F:43])[C:34]([N:22]1[CH2:21][CH:20]=[C:19]([C:12]2[C:13]3[C:18](=[CH:17][CH:16]=[CH:15][CH:14]=3)[N:10]([C:7]3[CH:8]=[CH:9][C:4]([N+:1]([O-:3])=[O:2])=[CH:5][CH:6]=3)[CH:11]=2)[CH2:24][CH2:23]1)=[O:35], predict the reactants needed to synthesize it. The reactants are: [N+:1]([C:4]1[CH:9]=[CH:8][C:7]([N:10]2[C:18]3[C:13](=[CH:14][CH:15]=[CH:16][CH:17]=3)[C:12]([C:19]3[CH2:20][CH2:21][NH:22][CH2:23][CH:24]=3)=[CH:11]2)=[CH:6][CH:5]=1)([O-:3])=[O:2].C(N(CC)CC)C.[F:32][C:33]([F:44])([F:43])[C:34](O[C:34](=[O:35])[C:33]([F:44])([F:43])[F:32])=[O:35]. (7) Given the product [Cl:20][C:21]1[CH:22]=[C:23]2[C:24](=[CH:25][CH:26]=1)[C:27]1([CH2:28][CH2:29][O:30][CH2:31][CH2:32]1)[C:33](=[O:34])[C:35]([C:41]([O:43][CH2:44][CH3:45])=[O:42])=[C:36]2[OH:37], predict the reactants needed to synthesize it. The reactants are: OS(O)(=O)=O.O=P12OP3(OP(OP(O3)(O1)=O)(=O)O2)=O.[Cl:20][C:21]1[CH:26]=[CH:25][C:24]([C:27]2([C:33]([CH:35]([C:41]([O:43][CH2:44][CH3:45])=[O:42])[C:36](OCC)=[O:37])=[O:34])[CH2:32][CH2:31][O:30][CH2:29][CH2:28]2)=[CH:23][CH:22]=1. (8) Given the product [C:1]([O:5][C:6]([NH:8][CH2:9][CH2:10][CH2:11][O:12][C:13]1[CH:14]=[CH:15][C:16]([NH2:23])=[C:17]([C:19](=[O:22])[CH2:20][CH3:21])[CH:18]=1)=[O:7])([CH3:2])([CH3:3])[CH3:4], predict the reactants needed to synthesize it. The reactants are: [C:1]([O:5][C:6]([NH:8][CH2:9][CH2:10][CH2:11][O:12][C:13]1[CH:14]=[CH:15][C:16]([N+:23]([O-])=O)=[C:17]([C:19](=[O:22])[CH:20]=[CH2:21])[CH:18]=1)=[O:7])([CH3:4])([CH3:3])[CH3:2]. (9) Given the product [CH3:18][N:8]([CH2:1][C:2]1[CH:7]=[CH:6][CH:5]=[CH:4][CH:3]=1)[CH2:9][C:10]1[CH:15]=[CH:14][CH:13]=[CH:12][CH:11]=1, predict the reactants needed to synthesize it. The reactants are: [CH2:1]([NH:8][CH2:9][C:10]1[CH:15]=[CH:14][CH:13]=[CH:12][CH:11]=1)[C:2]1[CH:7]=[CH:6][CH:5]=[CH:4][CH:3]=1.C=O.[CH3:18]CCCC=C. (10) Given the product [OH:1][C:2]1[C:7]([C:8]([NH:10][C:11]([CH3:12])([C:13]([OH:15])=[O:14])[CH3:20])=[O:9])=[CH:6][N:5]=[C:4]([N:21]2[CH:25]=[CH:24][CH:23]=[N:22]2)[N:3]=1, predict the reactants needed to synthesize it. The reactants are: [OH:1][C:2]1[C:7]([C:8]([NH:10][C:11]([CH3:20])([C:13]([O:15]C(C)(C)C)=[O:14])[CH3:12])=[O:9])=[CH:6][N:5]=[C:4]([N:21]2[CH:25]=[CH:24][CH:23]=[N:22]2)[N:3]=1.C(O)(C(F)(F)F)=O.